Dataset: Forward reaction prediction with 1.9M reactions from USPTO patents (1976-2016). Task: Predict the product of the given reaction. Given the reactants C(OCC)C.[CH3:6][O:7][C:8]1[CH:13]=[CH:12][C:11]([Mg]Br)=[CH:10][CH:9]=1.C1(=O)[O:21][C:19](=[O:20])[C:18]2=[CH:22][CH:23]=[CH:24][CH:25]=[C:17]12.Cl, predict the reaction product. The product is: [CH3:6][O:7][C:8]1[CH:13]=[CH:12][C:11]([C:17]2[CH:25]=[CH:24][CH:23]=[CH:22][C:18]=2[C:19]([OH:21])=[O:20])=[CH:10][CH:9]=1.